Dataset: Full USPTO retrosynthesis dataset with 1.9M reactions from patents (1976-2016). Task: Predict the reactants needed to synthesize the given product. (1) Given the product [C:22]([C:21]1[CH:24]=[C:17]([C:15]2[CH:14]=[CH:13][N:12]=[C:11]([NH:10][C:4]3[CH:3]=[C:2]([NH:1][C:35]([NH:34][CH:37]4[CH2:41][CH2:40][CH2:39][CH2:38]4)=[O:36])[CH:7]=[C:6]([O:8][CH3:9])[CH:5]=3)[N:16]=2)[CH:18]=[CH:19][C:20]=1[O:25][CH3:26])#[N:23], predict the reactants needed to synthesize it. The reactants are: [NH2:1][C:2]1[CH:3]=[C:4]([NH:10][C:11]2[N:16]=[C:15]([C:17]3[CH:18]=[CH:19][C:20]([O:25][CH3:26])=[C:21]([CH:24]=3)[C:22]#[N:23])[CH:14]=[CH:13][N:12]=2)[CH:5]=[C:6]([O:8][CH3:9])[CH:7]=1.CCN(CC)CC.[N:34]([CH:37]1[CH2:41][CH2:40][CH2:39][CH2:38]1)=[C:35]=[O:36]. (2) Given the product [OH:25][CH2:24][CH2:23][CH2:22][CH2:21][O:7][C:6](=[O:8])[C:5]1[CH:9]=[CH:10][C:2]([C:1]([O:12][CH2:16][CH2:15][CH2:14][CH2:13][OH:18])=[O:11])=[CH:3][CH:4]=1, predict the reactants needed to synthesize it. The reactants are: [C:1]([OH:12])(=[O:11])[C:2]1[CH:10]=[CH:9][C:5]([C:6]([OH:8])=[O:7])=[CH:4][CH:3]=1.[CH2:13]([OH:18])[CH2:14][CH2:15][CH2:16]O.[C:24](OC)(=[O:25])[C:23]1[CH:22]=[CH:21][C:23]([C:24](OC)=[O:25])=[CH:22][CH:21]=1. (3) Given the product [F:16][C:15]1[C:10]([NH:9][C:4]2[CH:3]=[C:2]([NH:1][C:29](=[O:32])[CH:30]=[CH2:31])[CH:7]=[CH:6][C:5]=2[OH:8])=[N:11][C:12]([NH:17][C:18]2[CH:23]=[CH:22][C:21]([O:24][CH2:25][CH2:26][O:27][CH3:28])=[CH:20][CH:19]=2)=[N:13][CH:14]=1, predict the reactants needed to synthesize it. The reactants are: [NH2:1][C:2]1[CH:7]=[CH:6][C:5]([OH:8])=[C:4]([NH:9][C:10]2[C:15]([F:16])=[CH:14][N:13]=[C:12]([NH:17][C:18]3[CH:23]=[CH:22][C:21]([O:24][CH2:25][CH2:26][O:27][CH3:28])=[CH:20][CH:19]=3)[N:11]=2)[CH:3]=1.[C:29](Cl)(=[O:32])[CH:30]=[CH2:31].CCCCCC.C(OCC)(=O)C.C(=O)(O)[O-].[Na+]. (4) Given the product [ClH:1].[C:28]([CH2:27][N:25]1[CH:26]=[C:22](/[CH:21]=[C:16]2\[CH2:15][N:14]([CH:6]([C:7]3[CH:12]=[CH:11][CH:10]=[CH:9][C:8]=3[F:13])[C:5]([CH:2]3[CH2:3][CH2:4]3)=[O:33])[CH2:19][CH2:18][CH:17]\2[SH:20])[N:23]=[CH:24]1)([OH:30])=[O:29], predict the reactants needed to synthesize it. The reactants are: [ClH:1].[CH:2]1([C:5](=[O:33])[CH:6]([N:14]2[CH2:19][CH2:18][CH:17]([SH:20])/[C:16](=[CH:21]/[C:22]3[N:23]=[CH:24][N:25]([CH2:27][C:28]([O:30]CC)=[O:29])[CH:26]=3)/[CH2:15]2)[C:7]2[CH:12]=[CH:11][CH:10]=[CH:9][C:8]=2[F:13])[CH2:4][CH2:3]1.O1CCCC1.[OH-].[Na+].Cl. (5) Given the product [Br:13][C:14]1[CH:19]=[CH:18][N:17]2[C:5](=[O:11])[NH:21][N:20]=[C:16]2[C:15]=1[I:22], predict the reactants needed to synthesize it. The reactants are: ClC(Cl)(O[C:5](=[O:11])OC(Cl)(Cl)Cl)Cl.[Br:13][C:14]1[CH:19]=[CH:18][N:17]=[C:16]([NH:20][NH2:21])[C:15]=1[I:22].C(#N)C.O.C(O)(C(F)(F)F)=O. (6) Given the product [Br:1][C:2]1[CH:3]=[CH:4][C:5]([C@H:8]2[C:17]3[C:18](=[CH:19][CH:34]=[C:32]([O:31][CH2:30][CH2:29][CH2:11][N:10]4[CH2:26][CH2:25][CH2:5][CH2:8][CH2:9]4)[CH:22]=3)[C@H:14]3[CH2:13][CH2:12][CH2:11][N:10]3[CH2:9]2)=[CH:6][CH:7]=1, predict the reactants needed to synthesize it. The reactants are: [Br:1][C:2]1[CH:7]=[CH:6][C:5]([CH:8]([C:17]2[CH:22]=CC=[C:19](OC)[CH:18]=2)[CH2:9][N:10]2[C:14](=O)[CH2:13][CH2:12][C:11]2=O)=[CH:4][CH:3]=1.[C:25](Cl)(=O)[CH3:26].[CH3:29][CH2:30][O:31][C:32]([CH3:34])=O. (7) Given the product [F:1][C:2]1[CH:3]=[C:4]([OH:9])[CH:5]=[CH:6][C:7]=1[CH3:8], predict the reactants needed to synthesize it. The reactants are: [F:1][C:2]1[CH:3]=[C:4]([O:9]C)[CH:5]=[CH:6][C:7]=1[CH3:8].B(Br)(Br)Br. (8) The reactants are: [F:1][C:2]1[CH:11]=[C:10]2[C:5]([CH:6]=[C:7]([C:22]([O-])=[O:23])[C:8]([C:12]3[CH:17]=[CH:16][CH:15]=[CH:14][C:13]=3[S:18]([CH3:21])(=[O:20])=[O:19])=[N:9]2)=[N:4][CH:3]=1.[CH3:25]C(C[AlH]CC(C)C)C. Given the product [CH3:25][CH:22]([C:7]1[C:8]([C:12]2[CH:17]=[CH:16][CH:15]=[CH:14][C:13]=2[S:18]([CH3:21])(=[O:20])=[O:19])=[N:9][C:10]2[C:5]([CH:6]=1)=[N:4][CH:3]=[C:2]([F:1])[CH:11]=2)[OH:23], predict the reactants needed to synthesize it. (9) Given the product [CH:3]1([N:7]2[CH2:13][CH2:12][C:11]3[CH:14]=[C:15]([O:18][C:20]4[CH:29]=[CH:28][C:23]([C:24]([NH:26][CH3:27])=[O:25])=[CH:22][N:21]=4)[CH:16]=[CH:17][C:10]=3[CH2:9][CH2:8]2)[CH2:6][CH2:5][CH2:4]1, predict the reactants needed to synthesize it. The reactants are: [H-].[Na+].[CH:3]1([N:7]2[CH2:13][CH2:12][C:11]3[CH:14]=[C:15]([OH:18])[CH:16]=[CH:17][C:10]=3[CH2:9][CH2:8]2)[CH2:6][CH2:5][CH2:4]1.Cl[C:20]1[CH:29]=[CH:28][C:23]([C:24]([NH:26][CH3:27])=[O:25])=[CH:22][N:21]=1.